From a dataset of Forward reaction prediction with 1.9M reactions from USPTO patents (1976-2016). Predict the product of the given reaction. (1) Given the reactants Br[C:2]1[CH:3]=[C:4]2[C:8]3=[C:9]([CH2:11][CH2:12][N:7]3[C@H:6]3[CH2:13][CH2:14][N:15]([C:17]([O:19][C:20]([CH3:23])([CH3:22])[CH3:21])=[O:18])[CH2:16][C@@H:5]23)[CH:10]=1.[Cl:24][C:25]1[CH:30]=[CH:29][C:28]([Cl:31])=[CH:27][C:26]=1B(O)O, predict the reaction product. The product is: [Cl:24][C:25]1[CH:30]=[CH:29][C:28]([Cl:31])=[CH:27][C:26]=1[C:2]1[CH:3]=[C:4]2[C:8]3=[C:9]([CH2:11][CH2:12][N:7]3[C@H:6]3[CH2:13][CH2:14][N:15]([C:17]([O:19][C:20]([CH3:23])([CH3:22])[CH3:21])=[O:18])[CH2:16][C@@H:5]23)[CH:10]=1. (2) Given the reactants [N:1]1[CH:6]=[CH:5][CH:4]=[C:3]([C@H:7]2[CH2:11][C@H:10]([OH:12])[CH:9]=[CH:8]2)[CH:2]=1, predict the reaction product. The product is: [N:1]1[CH:6]=[CH:5][CH:4]=[C:3]([C@@H:7]2[CH2:8][CH2:9][C@@H:10]([OH:12])[CH2:11]2)[CH:2]=1. (3) The product is: [Cl:1][C:2]1[N:7]=[C:6]([Cl:8])[C:5]([F:9])=[C:4]([C:14]2[CH:15]=[CH:20][CH:18]=[CH:19][CH:13]=2)[N:3]=1. Given the reactants [Cl:1][C:2]1[N:7]=[C:6]([Cl:8])[C:5]([F:9])=[CH:4][N:3]=1.ClC1N=[C:15](Cl)[CH:14]=[CH:13]N=1.[C:18]([Li])(C)([CH3:20])[CH3:19], predict the reaction product. (4) Given the reactants [CH3:1][C:2]1[N:3]([C:8]2[CH:12]=[CH:11][N:10]([C:13]3[CH:18]=[CH:17][CH:16]=[CH:15][C:14]=3[F:19])[N:9]=2)[C:4]([CH3:7])=[CH:5][CH:6]=1.C([Li])CCC.[I:25]I.S([O-])([O-])=O.[Na+].[Na+], predict the reaction product. The product is: [CH3:7][C:4]1[N:3]([C:8]2[CH:12]=[C:11]([I:25])[N:10]([C:13]3[CH:18]=[CH:17][CH:16]=[CH:15][C:14]=3[F:19])[N:9]=2)[C:2]([CH3:1])=[CH:6][CH:5]=1. (5) Given the reactants [F:1][C:2]1[C:10]([O:11][C:12]2[C:21]3[C:16](=[CH:17][C:18]([OH:24])=[C:19]([O:22][CH3:23])[CH:20]=3)[N:15]=[N:14][CH:13]=2)=[CH:9][CH:8]=[C:7]2[C:3]=1[CH:4]=[C:5]([CH3:25])[NH:6]2.O[CH2:27][C:28]1[CH:29]=[N:30][CH:31]=[CH:32][CH:33]=1, predict the reaction product. The product is: [F:1][C:2]1[C:10]([O:11][C:12]2[C:21]3[C:16](=[CH:17][C:18]([O:24][CH2:27][C:28]4[CH:29]=[N:30][CH:31]=[CH:32][CH:33]=4)=[C:19]([O:22][CH3:23])[CH:20]=3)[N:15]=[N:14][CH:13]=2)=[CH:9][CH:8]=[C:7]2[C:3]=1[CH:4]=[C:5]([CH3:25])[NH:6]2. (6) The product is: [NH3:7].[NH2:33][CH2:28][C@H:26]([OH:27])[CH2:25][O:24][C:20]1[C:21]([CH3:23])=[CH:22][C:17]([C:14]2[N:13]=[C:12]([C:10]3[CH:9]=[C:8]([O:31][CH3:32])[N:7]=[C:6]([CH:1]4[CH2:5][CH2:4][CH2:3][CH2:2]4)[CH:11]=3)[O:16][N:15]=2)=[CH:18][C:19]=1[CH2:29][CH3:30]. Given the reactants [CH:1]1([C:6]2[CH:11]=[C:10]([C:12]3[O:16][N:15]=[C:14]([C:17]4[CH:22]=[C:21]([CH3:23])[C:20]([O:24][CH2:25][C@@H:26]5[CH2:28][O:27]5)=[C:19]([CH2:29][CH3:30])[CH:18]=4)[N:13]=3)[CH:9]=[C:8]([O:31][CH3:32])[N:7]=2)[CH2:5][CH2:4][CH2:3][CH2:2]1.[NH3:33], predict the reaction product.